From a dataset of Forward reaction prediction with 1.9M reactions from USPTO patents (1976-2016). Predict the product of the given reaction. (1) Given the reactants S(=O)(=O)(O)O.C([C:9]1[CH:21]=[CH:20][C:19]2[C:18]3[C:13](=[CH:14][C:15](C(=O)C)=[CH:16][CH:17]=3)[CH:12]([CH3:25])[C:11]=2[CH:10]=1)(=O)C.C([O:29][C:30](=[O:32])[CH3:31])(=O)C.OO, predict the reaction product. The product is: [C:30]([O:32][C:16]1[CH:15]=[CH:14][C:13]2[C:12]3[C:11](=[CH:10][C:9]([O:29][C:30](=[O:32])[CH3:31])=[CH:21][CH:25]=3)[CH:19]([CH3:20])[C:18]=2[CH:17]=1)(=[O:29])[CH3:31]. (2) Given the reactants B(Br)(Br)Br.C[O:6][C:7]1[CH:12]=[CH:11][C:10]([CH2:13][C:14]([OH:16])=[O:15])=[CH:9][C:8]=1[C:17]([F:20])([F:19])[F:18].Cl[CH2:22]Cl, predict the reaction product. The product is: [OH:6][C:7]1[CH:12]=[CH:11][C:10]([CH2:13][C:14]([O:16][CH3:22])=[O:15])=[CH:9][C:8]=1[C:17]([F:20])([F:19])[F:18].